This data is from Forward reaction prediction with 1.9M reactions from USPTO patents (1976-2016). The task is: Predict the product of the given reaction. (1) Given the reactants [CH:1]1([N:5]2[CH2:11][CH2:10][C:9]3[S:12][C:13]([CH:15]4[CH2:19][CH2:18][NH:17][CH2:16]4)=[N:14][C:8]=3[CH2:7][CH2:6]2)[CH2:4][CH2:3][CH2:2]1.[C:20]([C:22]1[CH:30]=[CH:29][C:25]([C:26](O)=[O:27])=[CH:24][CH:23]=1)#[N:21], predict the reaction product. The product is: [CH:1]1([N:5]2[CH2:11][CH2:10][C:9]3[S:12][C:13]([CH:15]4[CH2:19][CH2:18][N:17]([C:26]([C:25]5[CH:29]=[CH:30][C:22]([C:20]#[N:21])=[CH:23][CH:24]=5)=[O:27])[CH2:16]4)=[N:14][C:8]=3[CH2:7][CH2:6]2)[CH2:2][CH2:3][CH2:4]1. (2) Given the reactants [N:1]1[C:6]2[CH:7]=[CH:8][S:9][C:5]=2[C:4]([C:10]2[CH:11]=[C:12]([NH2:16])[CH:13]=[CH:14][CH:15]=2)=[N:3][CH:2]=1.[F:17][C:18]([F:29])([F:28])[C:19]1[CH:20]=[C:21]([CH:25]=[CH:26][CH:27]=1)[C:22](Cl)=[O:23].C(N(CC)CC)C, predict the reaction product. The product is: [N:1]1[C:6]2[CH:7]=[CH:8][S:9][C:5]=2[C:4]([C:10]2[CH:11]=[C:12]([NH:16][C:22](=[O:23])[C:21]3[CH:25]=[CH:26][CH:27]=[C:19]([C:18]([F:17])([F:28])[F:29])[CH:20]=3)[CH:13]=[CH:14][CH:15]=2)=[N:3][CH:2]=1. (3) Given the reactants C([N:3]1[C:7]2([CH2:11][CH2:10][N:9]([C:12]3[CH:17]=[CH:16][C:15]([NH:18][C:19]4[N:20]=[CH:21][C:22]5[S:27][C:26]([C:28](N)=[O:29])=[C:25]([C:31]6[CH:36]=[CH:35][CH:34]=[CH:33][C:32]=6[O:37][CH3:38])[C:23]=5[N:24]=4)=[C:14]([O:39][CH:40]([CH3:42])[CH3:41])[CH:13]=3)[CH2:8]2)[CH2:6][CH2:5][CH2:4]1)=O.[OH-:43].[Na+].O, predict the reaction product. The product is: [NH:3]1[C:7]2([CH2:11][CH2:10][N:9]([C:12]3[CH:17]=[CH:16][C:15]([NH:18][C:19]4[N:20]=[CH:21][C:22]5[S:27][C:26]([C:28]([OH:43])=[O:29])=[C:25]([C:31]6[CH:36]=[CH:35][CH:34]=[CH:33][C:32]=6[O:37][CH3:38])[C:23]=5[N:24]=4)=[C:14]([O:39][CH:40]([CH3:42])[CH3:41])[CH:13]=3)[CH2:8]2)[CH2:6][CH2:5][CH2:4]1. (4) The product is: [CH3:15][Sn:16]([CH3:18])([CH3:17])[C:2]1[S:1][C:5]2=[CH:6][N:7]=[CH:8][CH:9]=[C:4]2[CH:3]=1. Given the reactants [S:1]1[C:5]2=[CH:6][N:7]=[CH:8][CH:9]=[C:4]2[CH:3]=[CH:2]1.C([Li])CCC.[CH3:15][Sn:16](Cl)([CH3:18])[CH3:17], predict the reaction product. (5) Given the reactants O.[NH2:2][NH2:3].[C:4]1([CH:10]([C:15]2[CH:20]=[CH:19][CH:18]=[CH:17][CH:16]=2)[C:11](OC)=[O:12])[CH:9]=[CH:8][CH:7]=[CH:6][CH:5]=1, predict the reaction product. The product is: [C:4]1([CH:10]([C:15]2[CH:20]=[CH:19][CH:18]=[CH:17][CH:16]=2)[C:11]([NH:2][NH2:3])=[O:12])[CH:9]=[CH:8][CH:7]=[CH:6][CH:5]=1. (6) Given the reactants N[C:2]1[CH:7]=[C:6]([C:8]([F:11])([F:10])[F:9])[CH:5]=[CH:4][C:3]=1[C:12]1[CH:17]=[CH:16][C:15]([NH:18][S:19]([CH3:22])(=[O:21])=[O:20])=[CH:14][CH:13]=1.BrC1C=CC(C(F)(F)[F:32])=CC=1N, predict the reaction product. The product is: [F:32][C:2]1[CH:7]=[C:6]([C:8]([F:11])([F:10])[F:9])[CH:5]=[CH:4][C:3]=1[C:12]1[CH:17]=[CH:16][C:15]([NH:18][S:19]([CH3:22])(=[O:21])=[O:20])=[CH:14][CH:13]=1. (7) Given the reactants [CH:1]([C:3]1[CH:8]=[CH:7][C:6]([C:9]2[CH:14]=[CH:13][CH:12]=[C:11]([CH2:15][N:16]([CH3:25])[C:17](=[O:24])[C:18]3[CH:23]=[CH:22][CH:21]=[CH:20][CH:19]=3)[CH:10]=2)=[CH:5][CH:4]=1)=O.[C:26]([O:33][CH3:34])(=[O:32])[CH2:27][C:28]([O:30][CH3:31])=[O:29].C(O)(=O)C.N1CCCCC1, predict the reaction product. The product is: [CH3:25][N:16]([CH2:15][C:11]1[CH:10]=[C:9]([C:6]2[CH:5]=[CH:4][C:3]([CH:1]=[C:27]([C:26]([O:33][CH3:34])=[O:32])[C:28]([O:30][CH3:31])=[O:29])=[CH:8][CH:7]=2)[CH:14]=[CH:13][CH:12]=1)[C:17]([C:18]1[CH:19]=[CH:20][CH:21]=[CH:22][CH:23]=1)=[O:24].